Task: Predict the product of the given reaction.. Dataset: Forward reaction prediction with 1.9M reactions from USPTO patents (1976-2016) (1) Given the reactants [CH2:1]1[O:23][P:21]([OH:24])(=[O:22])[O:20][C@H:3]2[C@@H:4]([OH:19])[C@H:5]([N:7]3[C:17](Br)=[N:16][C:9]4[C:10]([N:12]=[C:13]([NH2:15])[NH:14][C:8]3=4)=[O:11])[O:6][C@H:2]12.C1C=C(N2C(=S)S/C(=C\C3C=CC(C(O)=O)=CC=3)/C2=O)C=C(C(F)(F)F)C=1, predict the reaction product. The product is: [CH:17]1[N:7]([C@@H:5]2[O:6][C@@H:2]3[CH2:1][O:23][P:21]([OH:24])([O:20][C@H:3]3[C@H:4]2[OH:19])=[O:22])[C:8]2[NH:14][C:13]([NH2:15])=[N:12][C:10](=[O:11])[C:9]=2[N:16]=1. (2) Given the reactants [C:1]([O:5][C:6](=[O:18])[NH:7][C:8]1([C:16]#[CH:17])[CH2:13][O:12][C:11]([CH3:15])([CH3:14])[O:10][CH2:9]1)([CH3:4])([CH3:3])[CH3:2].C#CCCCCCC.Br[C:28]1[CH:33]=[CH:32][C:31]([C:34]2[CH:39]=[CH:38][C:37]([O:40][CH3:41])=[C:36]([C:42]34[CH2:51][CH:46]5[CH2:47][CH:48]([CH2:50][CH:44]([CH2:45]5)[CH2:43]3)[CH2:49]4)[CH:35]=2)=[CH:30][CH:29]=1.IC1C=C2C(=CC=1)CN(C(C1C=CC=CC=1)(C1C=CC=CC=1)C1C=CC=CC=1)C2, predict the reaction product. The product is: [C:42]12([C:36]3[CH:35]=[C:34]([C:31]4[CH:32]=[CH:33][C:28]([C:17]#[C:16][C:8]5([NH:7][C:6](=[O:18])[O:5][C:1]([CH3:4])([CH3:3])[CH3:2])[CH2:13][O:12][C:11]([CH3:15])([CH3:14])[O:10][CH2:9]5)=[CH:29][CH:30]=4)[CH:39]=[CH:38][C:37]=3[O:40][CH3:41])[CH2:49][CH:48]3[CH2:47][CH:46]([CH2:45][CH:44]([CH2:50]3)[CH2:43]1)[CH2:51]2. (3) Given the reactants Br[C:2]1[C:3]([O:18][CH2:19][CH2:20][O:21][CH3:22])=[N:4][CH:5]=[C:6]([CH:17]=1)[C:7]([NH:9][C@@H:10]1[CH2:15][CH2:14][CH2:13][CH2:12][C@H:11]1[OH:16])=[O:8].[F:23][C:24]([F:35])([F:34])[C:25]1[CH:30]=[CH:29][C:28](B(O)O)=[CH:27][CH:26]=1, predict the reaction product. The product is: [OH:16][C@@H:11]1[CH2:12][CH2:13][CH2:14][CH2:15][C@H:10]1[NH:9][C:7](=[O:8])[C:6]1[CH:17]=[C:2]([C:28]2[CH:29]=[CH:30][C:25]([C:24]([F:35])([F:34])[F:23])=[CH:26][CH:27]=2)[C:3]([O:18][CH2:19][CH2:20][O:21][CH3:22])=[N:4][CH:5]=1. (4) Given the reactants [NH2:1][C:2]1[N:3]([C:11]2[C:16]([CH3:17])=[CH:15][C:14]([Br:18])=[CH:13][C:12]=2[CH3:19])[C:4](=[O:10])[CH:5]([CH3:9])[C:6]=1[C:7]#[N:8].[C:20](OC(=O)C)(=O)[CH3:21].C(O)(=[O:29])C, predict the reaction product. The product is: [Br:18][C:14]1[CH:13]=[C:12]([CH3:19])[C:11]([N:3]2[C:2]3[N:1]=[C:20]([CH3:21])[N:8]=[C:7]([OH:29])[C:6]=3[CH:5]([CH3:9])[C:4]2=[O:10])=[C:16]([CH3:17])[CH:15]=1. (5) Given the reactants [CH2:1]([N:8]1[CH:16]=[C:15]2[C:10]([CH:11]=[C:12]([C:17]3[CH:18]=[C:19]([CH2:27][CH2:28][CH2:29][N:30]4[CH2:35][CH2:34][NH:33][CH2:32][CH2:31]4)[N:20]4[C:25]=3[C:24]([NH2:26])=[N:23][CH:22]=[N:21]4)[CH:13]=[CH:14]2)=[N:9]1)[C:2]1[CH:7]=[CH:6][CH:5]=[CH:4][CH:3]=1.C([O-])([O-])=O.[K+].[K+].Cl[CH2:43][C:44](=[O:46])[CH3:45].O, predict the reaction product. The product is: [NH2:26][C:24]1[C:25]2=[C:17]([C:12]3[CH:13]=[CH:14][C:15]4[C:10]([CH:11]=3)=[N:9][N:8]([CH2:1][C:2]3[CH:7]=[CH:6][CH:5]=[CH:4][CH:3]=3)[CH:16]=4)[CH:18]=[C:19]([CH2:27][CH2:28][CH2:29][N:30]3[CH2:35][CH2:34][N:33]([CH2:43][C:44](=[O:46])[CH3:45])[CH2:32][CH2:31]3)[N:20]2[N:21]=[CH:22][N:23]=1. (6) The product is: [C@@H:6]1([O:24][C:25]2[C:29]([CH2:30][C:31]3[CH:36]=[CH:35][C:34]([CH2:37][CH2:38][CH2:39][C:40](=[O:48])[NH:41][C:42]([C:45](=[O:46])[NH:52][CH:53]([CH2:56][OH:57])[CH2:54][OH:55])([CH3:44])[CH3:43])=[CH:33][CH:32]=3)=[C:28]([CH:49]([CH3:51])[CH3:50])[NH:27][N:26]=2)[O:7][C@H:8]([CH2:19][OH:20])[C@@H:9]([OH:15])[C@H:10]([OH:11])[C@H:5]1[OH:4]. Given the reactants C([O:4][C@@H:5]1[C@@H:10]([O:11]C(=O)C)[C@H:9]([O:15]C(=O)C)[C@@H:8]([CH2:19][O:20]C(=O)C)[O:7][C@H:6]1[O:24][C:25]1[C:29]([CH2:30][C:31]2[CH:36]=[CH:35][C:34]([CH2:37][CH2:38][CH2:39][C:40](=[O:48])[NH:41][C:42]([C:45](O)=[O:46])([CH3:44])[CH3:43])=[CH:33][CH:32]=2)=[C:28]([CH:49]([CH3:51])[CH3:50])[NH:27][N:26]=1)(=O)C.[NH2:52][CH:53]([CH2:56][OH:57])[CH2:54][OH:55].OCCN1CCNCC1, predict the reaction product. (7) Given the reactants [Cl:1][C:2]1[CH:3]=[C:4]([CH:27]=[CH:28][C:29]=1[Cl:30])[CH2:5][NH:6][C:7]([C:9]1[N:10]=[C:11]([N:19]2[CH2:24][CH2:23][CH2:22][CH2:21][S:20]2(=[O:26])=[O:25])[N:12]([CH3:18])[C:13](=[O:17])[C:14]=1[O:15]C)=[O:8].[I-].[Li+], predict the reaction product. The product is: [Cl:1][C:2]1[CH:3]=[C:4]([CH2:5][NH:6][C:7]([C:9]2[N:10]=[C:11]([N:19]3[CH2:24][CH2:23][CH2:22][CH2:21][S:20]3(=[O:25])=[O:26])[N:12]([CH3:18])[C:13](=[O:17])[C:14]=2[OH:15])=[O:8])[CH:27]=[CH:28][C:29]=1[Cl:30]. (8) Given the reactants [Br:1][C:2]1[CH:7]=[C:6](I)[CH:5]=[CH:4][C:3]=1[F:9].[CH:10]([Mg]Cl)(C)C.[C:15]1(=[O:25])[O:20][C:18](=[O:19])[C:17]2[CH2:21][CH2:22][CH2:23][CH2:24][C:16]1=2.[Cl-].[NH4+].S([O-])([O-])(=O)=O.[Mg+2].S(Cl)(Cl)=O, predict the reaction product. The product is: [Br:1][C:2]1[CH:7]=[C:6]([C:18]2([O:19][CH3:10])[C:17]3[CH2:21][CH2:22][CH2:23][CH2:24][C:16]=3[C:15](=[O:25])[O:20]2)[CH:5]=[CH:4][C:3]=1[F:9]. (9) Given the reactants Cl[C:2]1[C:7]([C:8]([F:11])([F:10])[F:9])=[CH:6][N:5]=[C:4]([NH:12][C:13]2[CH:27]=[CH:26][C:16]([CH2:17][P:18](=[O:25])([O:22][CH2:23][CH3:24])[O:19][CH2:20][CH3:21])=[CH:15][C:14]=2[O:28][CH3:29])[N:3]=1.[C:30]([OH:39])(=[O:38])[C:31]1[C:32](=[CH:34][CH:35]=[CH:36][CH:37]=1)[NH2:33], predict the reaction product. The product is: [CH2:20]([O:19][P:18]([CH2:17][C:16]1[CH:26]=[CH:27][C:13]([NH:12][C:4]2[N:3]=[C:2]([NH:33][C:32]3[CH:34]=[CH:35][CH:36]=[CH:37][C:31]=3[C:30]([OH:39])=[O:38])[C:7]([C:8]([F:11])([F:10])[F:9])=[CH:6][N:5]=2)=[C:14]([O:28][CH3:29])[CH:15]=1)([O:22][CH2:23][CH3:24])=[O:25])[CH3:21].